Dataset: Forward reaction prediction with 1.9M reactions from USPTO patents (1976-2016). Task: Predict the product of the given reaction. (1) Given the reactants [OH:1][C:2]1[CH:3]=[C:4]([C:8]2[C:17]3[C:12](=[C:13]([C:18]([F:21])([F:20])[F:19])[CH:14]=[CH:15][CH:16]=3)[N:11]=[CH:10][C:9]=2[C:22]([C:24]2[CH:29]=[CH:28][CH:27]=[CH:26][CH:25]=2)=[O:23])[CH:5]=[CH:6][CH:7]=1.[CH3:30][O:31][C:32](=[O:42])[CH2:33][C:34]1[CH:39]=[CH:38][C:37]([CH2:40]Br)=[CH:36][CH:35]=1, predict the reaction product. The product is: [C:22]([C:9]1[CH:10]=[N:11][C:12]2[C:17]([C:8]=1[C:4]1[CH:3]=[C:2]([CH:7]=[CH:6][CH:5]=1)[O:1][CH2:40][C:37]1[CH:38]=[CH:39][C:34]([CH:33]([CH2:40][C:37]3[CH:36]=[CH:35][C:34]([CH2:33][C:32]([O:31][CH3:30])=[O:42])=[CH:39][CH:38]=3)[C:32]([O:31][CH3:30])=[O:42])=[CH:35][CH:36]=1)=[CH:16][CH:15]=[CH:14][C:13]=2[C:18]([F:21])([F:19])[F:20])(=[O:23])[C:24]1[CH:25]=[CH:26][CH:27]=[CH:28][CH:29]=1. (2) Given the reactants Br[C:2]1[CH:3]=[C:4]2[C:9](=[CH:10][CH:11]=1)[N:8]([C:12]1[C:16]3[CH2:17][N:18]([C:21](=[O:23])[CH3:22])[CH2:19][CH2:20][C:15]=3[N:14]([C@H:24]3[CH2:28][CH2:27][O:26][CH2:25]3)[N:13]=1)CC(O[Si](C(C)(C)C)(C)C)C2.C(O[Na])(C)(C)C.[CH3:43][N:44]1[CH:48]=[C:47](C2C=CC(N)=CC=2)[CH:46]=[N:45]1.COC(C)(C)C.C1(P(C2CCCCC2)C2C(OC)=CC=C(OC)C=2C2C(C(C)C)=CC(C(C)C)=CC=2C(C)C)CCCCC1, predict the reaction product. The product is: [CH3:43][N:44]1[CH:48]=[C:47]([C:2]2[CH:11]=[CH:10][C:9]([NH:8][C:12]3[C:16]4[CH2:17][N:18]([C:21](=[O:23])[CH3:22])[CH2:19][CH2:20][C:15]=4[N:14]([C@H:24]4[CH2:28][CH2:27][O:26][CH2:25]4)[N:13]=3)=[CH:4][CH:3]=2)[CH:46]=[N:45]1. (3) Given the reactants [C:1](O)(=[O:5])[C:2]#[C:3][CH3:4].O=C1N(P(Cl)(N2CCOC2=O)=O)CCO1.C(N(CC)C(C)C)(C)C.[O:31]([C:38]1[CH:60]=[CH:59][C:41]([O:42][C:43]2[CH:48]=[CH:47][N:46]=[C:45]3[CH:49]=[C:50]([C:52]4[CH:53]=[C:54]([CH:56]=[CH:57][CH:58]=4)[NH2:55])[O:51][C:44]=23)=[CH:40][CH:39]=1)[C:32]1[CH:37]=[CH:36][CH:35]=[CH:34][CH:33]=1, predict the reaction product. The product is: [O:31]([C:38]1[CH:60]=[CH:59][C:41]([O:42][C:43]2[CH:48]=[CH:47][N:46]=[C:45]3[CH:49]=[C:50]([C:52]4[CH:53]=[C:54]([NH:55][C:1](=[O:5])[C:2]#[C:3][CH3:4])[CH:56]=[CH:57][CH:58]=4)[O:51][C:44]=23)=[CH:40][CH:39]=1)[C:32]1[CH:33]=[CH:34][CH:35]=[CH:36][CH:37]=1.